This data is from Full USPTO retrosynthesis dataset with 1.9M reactions from patents (1976-2016). The task is: Predict the reactants needed to synthesize the given product. Given the product [CH2:16]([O:23][CH:4]1[CH2:5][CH2:6][N:7]([C:9]([O:11][C:12]([CH3:15])([CH3:14])[CH3:13])=[O:10])[CH2:8][C:2](=[O:1])[CH2:3]1)[C:17]1[CH:22]=[CH:21][CH:20]=[CH:19][CH:18]=1, predict the reactants needed to synthesize it. The reactants are: [O:1]=[C:2]1[CH2:8][N:7]([C:9]([O:11][C:12]([CH3:15])([CH3:14])[CH3:13])=[O:10])[CH2:6][CH2:5][CH:4]=[CH:3]1.[CH2:16]([OH:23])[C:17]1[CH:22]=[CH:21][CH:20]=[CH:19][CH:18]=1.